From a dataset of Catalyst prediction with 721,799 reactions and 888 catalyst types from USPTO. Predict which catalyst facilitates the given reaction. (1) Reactant: [Cl:1][C:2]1[CH:3]=[C:4]2[CH:10]=[C:9]([CH:11]=[O:12])[NH:8][C:5]2=[CH:6][N:7]=1.[C:13]1([Mg]Br)[CH:18]=[CH:17][CH:16]=[CH:15][CH:14]=1.C(OCC)C.[Cl-].[NH4+]. Product: [Cl:1][C:2]1[CH:3]=[C:4]2[CH:10]=[C:9]([CH:11]([C:13]3[CH:18]=[CH:17][CH:16]=[CH:15][CH:14]=3)[OH:12])[NH:8][C:5]2=[CH:6][N:7]=1. The catalyst class is: 30. (2) The catalyst class is: 1. Reactant: [Br:1][C:2]1[CH:7]=[CH:6][C:5]([C:8]([C:10]2[CH:15]=[CH:14][CH:13]=[CH:12][CH:11]=2)=[O:9])=[CH:4][C:3]=1[Cl:16].[CH3:17][Mg]Br. Product: [Br:1][C:2]1[CH:7]=[CH:6][C:5]([C:8]([C:10]2[CH:15]=[CH:14][CH:13]=[CH:12][CH:11]=2)([OH:9])[CH3:17])=[CH:4][C:3]=1[Cl:16]. (3) Reactant: [CH3:1][C:2]1[CH:3]=[C:4]([CH2:11][OH:12])[CH:5]=[CH:6][C:7]=1[N+:8]([O-:10])=[O:9].[Cr](Cl)([O-])(=O)=O.[NH+]1C=CC=CC=1. Product: [CH3:1][C:2]1[CH:3]=[C:4]([CH:5]=[CH:6][C:7]=1[N+:8]([O-:10])=[O:9])[CH:11]=[O:12]. The catalyst class is: 4.